Dataset: Catalyst prediction with 721,799 reactions and 888 catalyst types from USPTO. Task: Predict which catalyst facilitates the given reaction. (1) Reactant: O[O:2][S:3]([O-:5])=O.[K+].[CH2:7]([O:9][C:10]([C:12]1[N:13]([C:24]2[CH:29]=[CH:28][C:27]([O:30][CH:31]([CH3:33])[CH3:32])=[CH:26][CH:25]=2)[C:14]2[C:19]([C:20]=1SC)=[CH:18][C:17]([Br:23])=[CH:16][CH:15]=2)=[O:11])[CH3:8].[CH2:34]1COCC1. Product: [CH2:7]([O:9][C:10]([C:12]1[N:13]([C:24]2[CH:25]=[CH:26][C:27]([O:30][CH:31]([CH3:33])[CH3:32])=[CH:28][CH:29]=2)[C:14]2[C:19]([C:20]=1[S:3]([CH3:34])(=[O:5])=[O:2])=[CH:18][C:17]([Br:23])=[CH:16][CH:15]=2)=[O:11])[CH3:8]. The catalyst class is: 6. (2) Reactant: [CH3:1][O:2][C:3](=[O:9])[CH:4]([CH3:8])[CH2:5][CH2:6]Cl.[NH:10]1[CH2:15][CH2:14][CH2:13][CH2:12][CH2:11]1. Product: [CH3:8][CH:4]([CH2:5][CH2:6][N:10]1[CH2:15][CH2:14][CH2:13][CH2:12][CH2:11]1)[C:3]([O:2][CH3:1])=[O:9]. The catalyst class is: 11. (3) Reactant: P([O-])([O-])([O-])=O.[K+].[K+].[K+].[NH2:9][CH:10]([C:17]1[CH:22]=[CH:21][CH:20]=[CH:19][CH:18]=1)[CH2:11][C:12]([O:14]CC)=[O:13]. Product: [NH2:9][C@H:10]([C:17]1[CH:22]=[CH:21][CH:20]=[CH:19][CH:18]=1)[CH2:11][C:12]([OH:14])=[O:13]. The catalyst class is: 21. (4) Reactant: [F:1][C:2]1([F:40])[O:6][C:5]2[CH:7]=[CH:8][C:9]([C:11]3([C:14]([NH:16][CH:17]4[C:26]5[C:21](=[CH:22][C:23]([O:27][CH3:28])=[CH:24][CH:25]=5)[O:20][CH:19]([CH:29]5[CH2:32][N:31](C(OC(C)(C)C)=O)[CH2:30]5)[CH2:18]4)=[O:15])[CH2:13][CH2:12]3)=[CH:10][C:4]=2[O:3]1. Product: [NH:31]1[CH2:30][CH:29]([CH:19]2[CH2:18][CH:17]([NH:16][C:14]([C:11]3([C:9]4[CH:8]=[CH:7][C:5]5[O:6][C:2]([F:40])([F:1])[O:3][C:4]=5[CH:10]=4)[CH2:13][CH2:12]3)=[O:15])[C:26]3[C:21](=[CH:22][C:23]([O:27][CH3:28])=[CH:24][CH:25]=3)[O:20]2)[CH2:32]1. The catalyst class is: 55. (5) Reactant: OC1C=CC2CCC3C(C=2C=1)=[N:11][NH:10]C=3C(OCC)=O.[CH2:20]([S:27][C:28]1[C:36]2[C:35](=O)[CH:34]([C:38](=O)[C:39]([O:41][CH2:42][CH3:43])=[O:40])[CH2:33][CH2:32][C:31]=2[N:30]([S:45]([C:48]2[CH:53]=[CH:52][C:51]([CH3:54])=[CH:50][CH:49]=2)(=[O:47])=[O:46])[N:29]=1)[C:21]1[CH:26]=[CH:25][CH:24]=[CH:23][CH:22]=1.Cl.Cl.NCCCN1C(C(OCC)=O)=C2C(C3C=NNC=3CC2)=N1.OC1C=CC2C3C(=C(C(O)=O)NN=3)CCC=2C=1. Product: [CH2:20]([S:27][C:28]1[C:36]2[C:35]3=[N:10][NH:11][C:38]([C:39]([O:41][CH2:42][CH3:43])=[O:40])=[C:34]3[CH2:33][CH2:32][C:31]=2[N:30]([S:45]([C:48]2[CH:53]=[CH:52][C:51]([CH3:54])=[CH:50][CH:49]=2)(=[O:47])=[O:46])[N:29]=1)[C:21]1[CH:22]=[CH:23][CH:24]=[CH:25][CH:26]=1. The catalyst class is: 25. (6) Reactant: Cl.Cl.[Cl:3][C:4]1[C:5]2[CH:12]=[C:11]([C:13]3[CH2:14][CH2:15][NH:16][CH2:17][CH:18]=3)[NH:10][C:6]=2[N:7]=[CH:8][N:9]=1.[N:19]1([CH2:25][CH2:26][C:27](O)=[O:28])[CH2:24][CH2:23][CH2:22][CH2:21][CH2:20]1.CN(C(ON1N=NC2C=CC=CC1=2)=[N+](C)C)C.[B-](F)(F)(F)F.CCN(C(C)C)C(C)C. Product: [Cl:3][C:4]1[C:5]2[CH:12]=[C:11]([C:13]3[CH2:14][CH2:15][N:16]([C:27](=[O:28])[CH2:26][CH2:25][N:19]4[CH2:24][CH2:23][CH2:22][CH2:21][CH2:20]4)[CH2:17][CH:18]=3)[NH:10][C:6]=2[N:7]=[CH:8][N:9]=1. The catalyst class is: 3.